Dataset: Hepatocyte clearance measurements from AstraZeneca. Task: Regression/Classification. Given a drug SMILES string, predict its absorption, distribution, metabolism, or excretion properties. Task type varies by dataset: regression for continuous measurements (e.g., permeability, clearance, half-life) or binary classification for categorical outcomes (e.g., BBB penetration, CYP inhibition). For this dataset (clearance_hepatocyte_az), we predict log10(clearance) (log10 of the in vitro intrinsic clearance, CLint, in uL/min per 10^6 hepatocytes; values are censored to the assay range of 3 to 150, which is 0.477 to 2.18 on this log10 scale). (1) The drug is N#CCC(CNc1ncc(C(F)(F)F)cc1Cl)OC(=O)c1c(F)cccc1F. The log10(clearance) is 2.18. (2) The drug is O=c1c2ccccc2[nH]n1Cc1c[nH]c2ccccc12. The log10(clearance) is 0.640. (3) The drug is CN(C)S(=O)(=O)NC(=O)CCCc1c(-c2ccc(F)cc2)[nH]c2ccc(C#N)cc12. The log10(clearance) is 1.64. (4) The compound is O=c1[nH]c2c(O)ccc([C@@H](O)CNCCc3cccc(CNCCc4ccccc4F)c3)c2s1. The log10(clearance) is 0.480. (5) The drug is COC(=O)[C@H](c1ccccc1Cl)N1CCc2sccc2C1. The log10(clearance) is 2.14. (6) The molecule is CSCCC(NC(=O)c1ccccc1)c1nc2ccccc2n1Cc1ccc(C#N)cc1. The log10(clearance) is 2.18.